Dataset: Peptide-MHC class II binding affinity with 134,281 pairs from IEDB. Task: Regression. Given a peptide amino acid sequence and an MHC pseudo amino acid sequence, predict their binding affinity value. This is MHC class II binding data. (1) The peptide sequence is GPIVHDAIHRSAARS. The MHC is HLA-DPA10201-DPB10501 with pseudo-sequence HLA-DPA10201-DPB10501. The binding affinity (normalized) is 0.199. (2) The peptide sequence is AFILDGGNLFPKV. The MHC is HLA-DQA10501-DQB10201 with pseudo-sequence HLA-DQA10501-DQB10201. The binding affinity (normalized) is 0.178. (3) The peptide sequence is FKKWCGMLSTKSIDL. The MHC is DRB1_0301 with pseudo-sequence DRB1_0301. The binding affinity (normalized) is 0.0426. (4) The peptide sequence is WTGGGSDKALAAATP. The MHC is HLA-DPA10201-DPB10101 with pseudo-sequence HLA-DPA10201-DPB10101. The binding affinity (normalized) is 0. (5) The peptide sequence is VHAVKPVTEEPGMAK. The MHC is DRB1_1201 with pseudo-sequence DRB1_1201. The binding affinity (normalized) is 0. (6) The peptide sequence is GTILVKVEYKGEDAP. The MHC is DRB1_1302 with pseudo-sequence DRB1_1302. The binding affinity (normalized) is 0.144. (7) The peptide sequence is HDGGCRKELAAVSVD. The MHC is HLA-DPA10201-DPB11401 with pseudo-sequence HLA-DPA10201-DPB11401. The binding affinity (normalized) is 0.440. (8) The peptide sequence is MFKVAATAANAAPAN. The MHC is DRB1_0401 with pseudo-sequence DRB1_0401. The binding affinity (normalized) is 0.565. (9) The peptide sequence is FNGGESKLKAEATTD. The MHC is HLA-DPA10103-DPB10401 with pseudo-sequence HLA-DPA10103-DPB10401. The binding affinity (normalized) is 0.